This data is from NCI-60 drug combinations with 297,098 pairs across 59 cell lines. The task is: Regression. Given two drug SMILES strings and cell line genomic features, predict the synergy score measuring deviation from expected non-interaction effect. (1) Synergy scores: CSS=81.4, Synergy_ZIP=1.44, Synergy_Bliss=1.54, Synergy_Loewe=4.33, Synergy_HSA=6.30. Cell line: MOLT-4. Drug 1: CCC1=CC2CC(C3=C(CN(C2)C1)C4=CC=CC=C4N3)(C5=C(C=C6C(=C5)C78CCN9C7C(C=CC9)(C(C(C8N6C)(C(=O)OC)O)OC(=O)C)CC)OC)C(=O)OC.C(C(C(=O)O)O)(C(=O)O)O. Drug 2: CC1CCC2CC(C(=CC=CC=CC(CC(C(=O)C(C(C(=CC(C(=O)CC(OC(=O)C3CCCCN3C(=O)C(=O)C1(O2)O)C(C)CC4CCC(C(C4)OC)O)C)C)O)OC)C)C)C)OC. (2) Synergy scores: CSS=50.4, Synergy_ZIP=5.95, Synergy_Bliss=5.32, Synergy_Loewe=-26.0, Synergy_HSA=4.96. Drug 2: CC1C(C(CC(O1)OC2CC(CC3=C2C(=C4C(=C3O)C(=O)C5=C(C4=O)C(=CC=C5)OC)O)(C(=O)CO)O)N)O.Cl. Cell line: NCI-H460. Drug 1: C1CC(=O)NC(=O)C1N2C(=O)C3=CC=CC=C3C2=O. (3) Drug 1: CCC1=C2CN3C(=CC4=C(C3=O)COC(=O)C4(CC)O)C2=NC5=C1C=C(C=C5)O. Drug 2: CC(C)CN1C=NC2=C1C3=CC=CC=C3N=C2N. Cell line: HCC-2998. Synergy scores: CSS=21.1, Synergy_ZIP=3.21, Synergy_Bliss=2.91, Synergy_Loewe=-6.96, Synergy_HSA=-0.988. (4) Drug 1: C1=CC(=C2C(=C1NCCNCCO)C(=O)C3=C(C=CC(=C3C2=O)O)O)NCCNCCO. Drug 2: C1CN(CCN1C(=O)CCBr)C(=O)CCBr. Cell line: A498. Synergy scores: CSS=33.9, Synergy_ZIP=1.11, Synergy_Bliss=4.14, Synergy_Loewe=-9.23, Synergy_HSA=4.47. (5) Drug 1: C1=CC(=CC=C1CCC2=CNC3=C2C(=O)NC(=N3)N)C(=O)NC(CCC(=O)O)C(=O)O. Drug 2: C1=NC2=C(N=C(N=C2N1C3C(C(C(O3)CO)O)O)F)N. Cell line: SK-MEL-2. Synergy scores: CSS=15.4, Synergy_ZIP=-6.32, Synergy_Bliss=-5.30, Synergy_Loewe=-11.7, Synergy_HSA=-4.42. (6) Drug 1: C1=CC(=CC=C1CCC2=CNC3=C2C(=O)NC(=N3)N)C(=O)NC(CCC(=O)O)C(=O)O. Drug 2: C1=CC(=C2C(=C1NCCNCCO)C(=O)C3=C(C=CC(=C3C2=O)O)O)NCCNCCO. Cell line: IGROV1. Synergy scores: CSS=46.8, Synergy_ZIP=-3.99, Synergy_Bliss=-3.02, Synergy_Loewe=0.0552, Synergy_HSA=2.32. (7) Drug 1: C1=CN(C(=O)N=C1N)C2C(C(C(O2)CO)O)O.Cl. Drug 2: C1C(C(OC1N2C=NC3=C2NC=NCC3O)CO)O. Cell line: IGROV1. Synergy scores: CSS=7.57, Synergy_ZIP=-1.24, Synergy_Bliss=1.63, Synergy_Loewe=-1.07, Synergy_HSA=1.40. (8) Drug 1: CC1=C(C=C(C=C1)C(=O)NC2=CC(=CC(=C2)C(F)(F)F)N3C=C(N=C3)C)NC4=NC=CC(=N4)C5=CN=CC=C5. Drug 2: CS(=O)(=O)CCNCC1=CC=C(O1)C2=CC3=C(C=C2)N=CN=C3NC4=CC(=C(C=C4)OCC5=CC(=CC=C5)F)Cl. Cell line: A498. Synergy scores: CSS=5.46, Synergy_ZIP=0.816, Synergy_Bliss=2.73, Synergy_Loewe=-10.7, Synergy_HSA=-6.70. (9) Drug 1: CC1=C(C=C(C=C1)C(=O)NC2=CC(=CC(=C2)C(F)(F)F)N3C=C(N=C3)C)NC4=NC=CC(=N4)C5=CN=CC=C5. Drug 2: C1CN(CCN1C(=O)CCBr)C(=O)CCBr. Cell line: ACHN. Synergy scores: CSS=28.6, Synergy_ZIP=0.749, Synergy_Bliss=1.06, Synergy_Loewe=-5.86, Synergy_HSA=-2.17.